Dataset: Forward reaction prediction with 1.9M reactions from USPTO patents (1976-2016). Task: Predict the product of the given reaction. (1) Given the reactants [CH2:1]([O:8][C:9]1[CH:14]=[CH:13][C:12]([F:15])=[CH:11][C:10]=1[F:16])[C:2]1[CH:7]=[CH:6][CH:5]=[CH:4][CH:3]=1.[C:17](=O)=[O:18].CC(C)=O.C([Li])CCC.CN(C)C=O, predict the reaction product. The product is: [CH2:1]([O:8][C:9]1[C:10]([F:16])=[C:11]([C:12]([F:15])=[CH:13][CH:14]=1)[CH:17]=[O:18])[C:2]1[CH:3]=[CH:4][CH:5]=[CH:6][CH:7]=1. (2) Given the reactants [Cl:1][C:2]1[CH:3]=[CH:4][C:5]([NH:8][C:9](=[O:37])[C:10]([NH:12][C@H:13]2[CH2:18][CH2:17][C@H:16]([C:19]([N:21]([CH3:23])[CH3:22])=[O:20])[CH2:15][C@H:14]2[NH:24][C:25]([C:27]2[S:28][C:29]3[CH2:30][N:31]([CH3:36])[CH2:32][CH2:33][C:34]=3[N:35]=2)=[O:26])=[O:11])=[N:6][CH:7]=1.[C:38]1([CH3:48])[CH:43]=[CH:42][C:41]([S:44]([OH:47])(=[O:46])=[O:45])=[CH:40][CH:39]=1, predict the reaction product. The product is: [OH2:11].[C:38]1([CH3:48])[CH:39]=[CH:40][C:41]([S:44]([OH:47])(=[O:45])=[O:46])=[CH:42][CH:43]=1.[Cl:1][C:2]1[CH:3]=[CH:4][C:5]([NH:8][C:9](=[O:37])[C:10]([NH:12][C@H:13]2[CH2:18][CH2:17][C@H:16]([C:19]([N:21]([CH3:23])[CH3:22])=[O:20])[CH2:15][C@H:14]2[NH:24][C:25]([C:27]2[S:28][C:29]3[CH2:30][N:31]([CH3:36])[CH2:32][CH2:33][C:34]=3[N:35]=2)=[O:26])=[O:11])=[N:6][CH:7]=1. (3) Given the reactants [NH4+].[Cl-].[CH3:3][N:4]1[CH2:12][C:11]2[C:6](=[CH:7][CH:8]=[C:9]([N+:13]([O-])=O)[CH:10]=2)[C:5]1=[O:16], predict the reaction product. The product is: [NH2:13][C:9]1[CH:10]=[C:11]2[C:6](=[CH:7][CH:8]=1)[C:5](=[O:16])[N:4]([CH3:3])[CH2:12]2. (4) Given the reactants [CH3:1][O:2][CH:3]1[CH2:8][CH2:7][N:6]([C:9]2[CH:10]=[CH:11][C:12]([N+:23]([O-:25])=[O:24])=[C:13](OS(C(F)(F)F)(=O)=O)[CH:14]=2)[CH2:5][CH2:4]1.CC1(C)C(C)(C)OB([C:34]2[CH2:39][CH2:38][C:37]3([CH2:44][CH2:43][CH2:42][CH2:41][CH2:40]3)[CH2:36][CH:35]=2)O1, predict the reaction product. The product is: [CH3:1][O:2][CH:3]1[CH2:8][CH2:7][N:6]([C:9]2[CH:10]=[CH:11][C:12]([N+:23]([O-:25])=[O:24])=[C:13]([C:34]3[CH2:39][CH2:38][C:37]4([CH2:40][CH2:41][CH2:42][CH2:43][CH2:44]4)[CH2:36][CH:35]=3)[CH:14]=2)[CH2:5][CH2:4]1. (5) Given the reactants [Cl:1][C:2]1[CH:7]=[C:6]([Cl:8])[CH:5]=[CH:4][C:3]=1[NH:9][C:10]1[N:15]=[C:14]([C:16]([F:19])([F:18])[F:17])[C:13]([C:20](O)=[O:21])=[CH:12][N:11]=1.[CH3:23]N1CCOCC1.ClC(OCC(C)C)=O, predict the reaction product. The product is: [CH3:23][CH2:16][CH2:14][CH:13]([CH3:12])[CH3:20].[Cl:1][C:2]1[CH:7]=[C:6]([Cl:8])[CH:5]=[CH:4][C:3]=1[NH:9][C:10]1[N:15]=[C:14]([C:16]([F:19])([F:17])[F:18])[C:13]([CH2:20][OH:21])=[CH:12][N:11]=1.